This data is from Full USPTO retrosynthesis dataset with 1.9M reactions from patents (1976-2016). The task is: Predict the reactants needed to synthesize the given product. (1) The reactants are: [NH2:1][C:2]1[CH:3]=[C:4]2[C:9](=[CH:10][CH:11]=1)[N:8]=[CH:7][C:6]([C:12]#[N:13])=[C:5]2[NH:14][C:15]1[CH:20]=[CH:19][C:18]([F:21])=[C:17]([Cl:22])[CH:16]=1.[S:23]1[CH:27]=[CH:26][N:25]=[C:24]1[CH:28]=O.[BH3-]C#N.[Na+]. Given the product [Cl:22][C:17]1[CH:16]=[C:15]([NH:14][C:5]2[C:4]3[C:9](=[CH:10][CH:11]=[C:2]([NH:1][CH2:28][C:24]4[S:23][CH:27]=[CH:26][N:25]=4)[CH:3]=3)[N:8]=[CH:7][C:6]=2[C:12]#[N:13])[CH:20]=[CH:19][C:18]=1[F:21], predict the reactants needed to synthesize it. (2) Given the product [CH:26]1([NH:33][C:17](=[O:18])[CH2:16][S:15][C:4]2[N:3]([C:20]3[CH:21]=[CH:22][CH:23]=[CH:24][CH:25]=3)[C:2](=[O:1])[C:7]3[NH:8][C:9]4[CH:10]=[CH:11][CH:12]=[CH:13][C:14]=4[C:6]=3[N:5]=2)[CH2:32][CH2:31][CH2:30][CH2:29][CH2:28][CH2:27]1, predict the reactants needed to synthesize it. The reactants are: [O:1]=[C:2]1[C:7]2[NH:8][C:9]3[CH:10]=[CH:11][CH:12]=[CH:13][C:14]=3[C:6]=2[N:5]=[C:4]([S:15][CH2:16][C:17](O)=[O:18])[N:3]1[C:20]1[CH:25]=[CH:24][CH:23]=[CH:22][CH:21]=1.[CH:26]1([NH2:33])[CH2:32][CH2:31][CH2:30][CH2:29][CH2:28][CH2:27]1.C(N(CC)CC)C.CN(C(ON1N=NC2C=CC=NC1=2)=[N+](C)C)C.F[P-](F)(F)(F)(F)F. (3) The reactants are: [Br:1][C:2]1[CH:7]=[CH:6][C:5]([NH:8][C:9]2[N:10]([CH3:21])[C:11](=[O:20])[C:12]([CH3:19])=[CH:13][C:14]=2[C:15]([O:17]C)=O)=[C:4]([F:22])[CH:3]=1.[CH:23]([O:25][CH2:26][CH2:27][O:28][NH2:29])=[CH2:24].C[Si]([N-][Si](C)(C)C)(C)C.[Li+]. Given the product [Br:1][C:2]1[CH:7]=[CH:6][C:5]([NH:8][C:9]2[N:10]([CH3:21])[C:11](=[O:20])[C:12]([CH3:19])=[CH:13][C:14]=2[C:15]([NH:29][O:28][CH2:27][CH2:26][O:25][CH:23]=[CH2:24])=[O:17])=[C:4]([F:22])[CH:3]=1, predict the reactants needed to synthesize it. (4) Given the product [NH2:14][C:10]1[CH:9]=[C:8]([C:7]2[C:2]([Cl:1])=[CH:3][CH:4]=[C:5]([C:17]([NH:19][C:20]3[CH:25]=[CH:24][CH:23]=[C:22]([C:26]([F:29])([F:27])[F:28])[CH:21]=3)=[O:18])[CH:6]=2)[CH:13]=[CH:12][CH:11]=1, predict the reactants needed to synthesize it. The reactants are: [Cl:1][C:2]1[C:7]([C:8]2[CH:13]=[CH:12][CH:11]=[C:10]([N+:14]([O-])=O)[CH:9]=2)=[CH:6][C:5]([C:17]([NH:19][C:20]2[CH:25]=[CH:24][CH:23]=[C:22]([C:26]([F:29])([F:28])[F:27])[CH:21]=2)=[O:18])=[CH:4][CH:3]=1.NC1C=CC=CC=1. (5) The reactants are: [C:1]([O:5][C:6]([N:8]1[CH:13]2[CH2:14][CH2:15][CH2:16][CH:9]1[CH2:10][C:11](=[CH:17][C:18]([O:20][CH2:21][CH3:22])=[O:19])[CH2:12]2)=[O:7])([CH3:4])([CH3:3])[CH3:2]. Given the product [C:1]([O:5][C:6]([N:8]1[CH:9]2[CH2:16][CH2:15][CH2:14][CH:13]1[CH2:12][CH:11]([CH2:17][C:18]([O:20][CH2:21][CH3:22])=[O:19])[CH2:10]2)=[O:7])([CH3:4])([CH3:3])[CH3:2], predict the reactants needed to synthesize it. (6) Given the product [Cl:19][C:20]1[C:21](=[O:28])[N:22]([CH3:27])[N:23]=[CH:24][C:25]=1[N:9]1[CH:10]=[CH:11][C:12]([C:13]([F:15])([F:14])[F:16])=[C:7]([C:3]2[CH:2]=[C:1]([CH3:18])[CH:6]=[CH:5][CH:4]=2)[C:8]1=[O:17], predict the reactants needed to synthesize it. The reactants are: [C:1]1([CH3:18])[CH:6]=[CH:5][CH:4]=[C:3]([C:7]2[C:8](=[O:17])[NH:9][CH:10]=[CH:11][C:12]=2[C:13]([F:16])([F:15])[F:14])[CH:2]=1.[Cl:19][C:20]1[C:21](=[O:28])[N:22]([CH3:27])[N:23]=[CH:24][C:25]=1Cl.C(=O)([O-])[O-].[K+].[K+].Cl. (7) Given the product [CH2:35]([C:34]1[N:10]=[C:6]([O:8][CH3:9])[NH:7][C:30](=[O:31])[C:29]=1[CH2:28][C:25]1[CH:24]=[CH:23][C:22]([C:17]2[C:16]([C:14]#[N:15])=[CH:21][CH:20]=[CH:19][CH:18]=2)=[CH:27][CH:26]=1)[CH2:36][CH2:37][CH3:38], predict the reactants needed to synthesize it. The reactants are: S(O)(O)(=O)=O.[C:6](=[NH:10])([O:8][CH3:9])[NH2:7].C[O-].[Na+].[C:14]([C:16]1[CH:21]=[CH:20][CH:19]=[CH:18][C:17]=1[C:22]1[CH:27]=[CH:26][C:25]([CH2:28][CH:29]([C:34](=O)[CH2:35][CH2:36][CH2:37][CH3:38])[C:30](OC)=[O:31])=[CH:24][CH:23]=1)#[N:15]. (8) Given the product [CH2:1]([C:4]1[S:8][C:7]([C:9]2[CH:14]=[CH:13][CH:12]=[C:11]([C:15]([F:16])([F:18])[F:17])[CH:10]=2)=[N:6][C:5]=1[CH2:19][OH:20])[CH2:2][CH3:3], predict the reactants needed to synthesize it. The reactants are: [CH:1](/[C:4]1[S:8][C:7]([C:9]2[CH:14]=[CH:13][CH:12]=[C:11]([C:15]([F:18])([F:17])[F:16])[CH:10]=2)=[N:6][C:5]=1[CH2:19][OH:20])=[CH:2]\[CH3:3]. (9) Given the product [CH:5]([OH:7])=[O:6].[CH3:41][O:40][C:37]1[N:36]=[CH:35][C:34]([C:30]2[CH:31]=[C:32]([NH:33][C:5](=[O:7])[CH2:4][CH:3]([CH3:2])[CH2:8][N:9]3[CH2:14][CH2:13][CH2:12][CH2:11][CH2:10]3)[NH:28][N:29]=2)=[CH:39][CH:38]=1, predict the reactants needed to synthesize it. The reactants are: Cl.[CH3:2][CH:3]([CH2:8][N:9]1[CH2:14][CH2:13][CH2:12][CH2:11][CH2:10]1)[CH2:4][C:5]([OH:7])=[O:6].C(Cl)(=O)C(Cl)=O.C(OC([N:28]1[C:32]([NH2:33])=[CH:31][C:30]([C:34]2[CH:35]=[N:36][C:37]([O:40][CH3:41])=[CH:38][CH:39]=2)=[N:29]1)=O)(C)(C)C.Cl. (10) The reactants are: C([Li])CCC.CCCCCC.[C:12](#[N:14])[CH3:13].[N:15]([CH2:18][CH2:19][CH2:20][CH2:21][CH2:22][CH:23]=[O:24])=[N+:16]=[N-:17]. Given the product [N:15]([CH2:18][CH2:19][CH2:20][CH2:21][CH2:22][CH:23]([OH:24])[CH2:13][C:12]#[N:14])=[N+:16]=[N-:17], predict the reactants needed to synthesize it.